From a dataset of Catalyst prediction with 721,799 reactions and 888 catalyst types from USPTO. Predict which catalyst facilitates the given reaction. Reactant: [CH2:1]([O:21][CH:22]([CH2:30][CH3:31])[C:23]([O:25]C(C)(C)C)=[O:24])[CH2:2][CH2:3][CH2:4]/[CH:5]=[CH:6]\[CH2:7]/[CH:8]=[CH:9]\[CH2:10]/[CH:11]=[CH:12]\[CH2:13]/[CH:14]=[CH:15]\[CH2:16]/[CH:17]=[CH:18]\[CH2:19][CH3:20].FC(F)(F)C(O)=O.O. Product: [CH2:1]([O:21][CH:22]([CH2:30][CH3:31])[C:23]([OH:25])=[O:24])[CH2:2][CH2:3][CH2:4]/[CH:5]=[CH:6]\[CH2:7]/[CH:8]=[CH:9]\[CH2:10]/[CH:11]=[CH:12]\[CH2:13]/[CH:14]=[CH:15]\[CH2:16]/[CH:17]=[CH:18]\[CH2:19][CH3:20]. The catalyst class is: 4.